This data is from NCI-60 drug combinations with 297,098 pairs across 59 cell lines. The task is: Regression. Given two drug SMILES strings and cell line genomic features, predict the synergy score measuring deviation from expected non-interaction effect. (1) Drug 1: C1CC(=O)NC(=O)C1N2CC3=C(C2=O)C=CC=C3N. Drug 2: C1=CC=C(C=C1)NC(=O)CCCCCCC(=O)NO. Cell line: HCT116. Synergy scores: CSS=34.1, Synergy_ZIP=-10.5, Synergy_Bliss=-3.38, Synergy_Loewe=-1.37, Synergy_HSA=-1.63. (2) Drug 1: C1=NNC2=C1C(=O)NC=N2. Drug 2: CC1CCCC2(C(O2)CC(NC(=O)CC(C(C(=O)C(C1O)C)(C)C)O)C(=CC3=CSC(=N3)C)C)C. Cell line: SF-539. Synergy scores: CSS=46.0, Synergy_ZIP=4.19, Synergy_Bliss=2.66, Synergy_Loewe=-40.9, Synergy_HSA=0.350. (3) Drug 2: C1C(C(OC1N2C=NC3=C2NC=NCC3O)CO)O. Cell line: K-562. Drug 1: COC1=C(C=C2C(=C1)N=CN=C2NC3=CC(=C(C=C3)F)Cl)OCCCN4CCOCC4. Synergy scores: CSS=12.1, Synergy_ZIP=-2.58, Synergy_Bliss=2.91, Synergy_Loewe=-5.32, Synergy_HSA=3.77. (4) Drug 1: C1C(C(OC1N2C=NC(=NC2=O)N)CO)O. Drug 2: COCCOC1=C(C=C2C(=C1)C(=NC=N2)NC3=CC=CC(=C3)C#C)OCCOC.Cl. Cell line: LOX IMVI. Synergy scores: CSS=-1.17, Synergy_ZIP=-2.57, Synergy_Bliss=-10.9, Synergy_Loewe=-2.80, Synergy_HSA=-7.63. (5) Drug 1: CN(C)C1=NC(=NC(=N1)N(C)C)N(C)C. Drug 2: C(CC(=O)O)C(=O)CN.Cl. Cell line: OVCAR-5. Synergy scores: CSS=9.52, Synergy_ZIP=-2.61, Synergy_Bliss=1.62, Synergy_Loewe=-7.86, Synergy_HSA=-1.78.